This data is from Full USPTO retrosynthesis dataset with 1.9M reactions from patents (1976-2016). The task is: Predict the reactants needed to synthesize the given product. (1) Given the product [CH3:25][O:26][C:27]1[N:32]=[CH:31][C:30]([N:33]2[CH2:38][CH2:37][CH:36]([N:20]3[CH2:21][CH2:22][C@@H:18]([NH:17][C:2](=[O:1])[CH2:3][NH:4][C:5](=[O:16])[C:6]4[CH:11]=[CH:10][CH:9]=[C:8]([C:12]([F:14])([F:15])[F:13])[CH:7]=4)[CH2:19]3)[CH2:35][CH2:34]2)=[CH:29][CH:28]=1, predict the reactants needed to synthesize it. The reactants are: [O:1]=[C:2]([NH:17][C@@H:18]1[CH2:22][CH2:21][NH:20][CH2:19]1)[CH2:3][NH:4][C:5](=[O:16])[C:6]1[CH:11]=[CH:10][CH:9]=[C:8]([C:12]([F:15])([F:14])[F:13])[CH:7]=1.CO.[CH3:25][O:26][C:27]1[N:32]=[CH:31][C:30]([N:33]2[CH2:38][CH2:37][C:36](=O)[CH2:35][CH2:34]2)=[CH:29][CH:28]=1.C(O[BH-](OC(=O)C)OC(=O)C)(=O)C.[Na+].C([O-])(O)=O.[Na+]. (2) Given the product [CH:13]1[C:12]2[CH:11]([CH2:10][O:9][C:7]([N:5]3[CH2:6][C@H:2]([SH:1])[CH2:3][C@H:4]3[C:24](=[O:25])[C:65]3[CH:66]=[CH:67][C:62]([F:61])=[CH:63][CH:64]=3)=[O:8])[C:20]3[C:21](=[CH:16][CH:17]=[CH:18][CH:19]=3)[C:22]=2[CH:23]=[CH:15][CH:14]=1, predict the reactants needed to synthesize it. The reactants are: [SH:1][C@H:2]1[CH2:6][N:5]([C:7]([O:9][CH2:10][C:11]2[C:23]3[CH2:22][C:21]4[C:16](=[CH:17][CH:18]=[CH:19][CH:20]=4)[C:15]=3[CH:14]=[CH:13][CH:12]=2)=[O:8])[C@H:4]([C:24](O)=[O:25])[CH2:3]1.[B-](F)(F)(F)F.CN(C(ON1C(=O)C=CC=C1)=[N+](C)C)C.CCN(C(C)C)C(C)C.Cl.CNOC.[F:61][C:62]1[CH:67]=[CH:66][C:65]([Mg]Br)=[CH:64][CH:63]=1. (3) Given the product [CH2:15]([NH:18][CH:2]1[CH2:7][CH2:6][N:5]([C:8]([O:10][C:11]([CH3:14])([CH3:13])[CH3:12])=[O:9])[CH2:4][CH2:3]1)[C:16]#[CH:17], predict the reactants needed to synthesize it. The reactants are: O=[C:2]1[CH2:7][CH2:6][N:5]([C:8]([O:10][C:11]([CH3:14])([CH3:13])[CH3:12])=[O:9])[CH2:4][CH2:3]1.[CH2:15]([NH2:18])[C:16]#[CH:17].C(O[BH-](OC(=O)C)OC(=O)C)(=O)C.[Na+].